This data is from Full USPTO retrosynthesis dataset with 1.9M reactions from patents (1976-2016). The task is: Predict the reactants needed to synthesize the given product. (1) Given the product [C:14]1([CH2:13][N:6]2[C:7]3[CH:12]=[CH:11][CH:10]=[CH:9][C:8]=3[NH:4][C:5]2=[O:24])[C:23]2[C:18](=[CH:19][CH:20]=[CH:21][CH:22]=2)[CH:17]=[CH:16][CH:15]=1, predict the reactants needed to synthesize it. The reactants are: C([N:4]1[C:8]2[CH:9]=[CH:10][CH:11]=[CH:12][C:7]=2[N:6]([CH2:13][C:14]2[C:23]3[C:18](=[CH:19][CH:20]=[CH:21][CH:22]=3)[CH:17]=[CH:16][CH:15]=2)[C:5]1=[O:24])(C)=C.O.Cl.C(Cl)Cl. (2) Given the product [CH2:1]([N:8]1[CH:13]([CH2:14][OH:15])[CH2:12][N:11]([S:19]([C:22]2[CH:23]=[CH:24][CH:25]=[CH:26][CH:27]=2)(=[O:21])=[O:20])[CH2:10][CH:9]1[CH2:28][OH:29])[C:2]1[CH:3]=[CH:4][CH:5]=[CH:6][CH:7]=1, predict the reactants needed to synthesize it. The reactants are: [CH2:1]([N:8]1[C@H:13]([C:14](OCC)=[O:15])[CH2:12][N:11]([S:19]([C:22]2[CH:27]=[CH:26][CH:25]=[CH:24][CH:23]=2)(=[O:21])=[O:20])[CH2:10][C@@H:9]1[C:28](OCC)=[O:29])[C:2]1[CH:7]=[CH:6][CH:5]=[CH:4][CH:3]=1.C([O-])([O-])=O.[Na+].[Na+]. (3) The reactants are: [CH2:1]([C:3]1([CH2:13][OH:14])[CH2:12][CH2:11][C:6]2([O:10][CH2:9][CH2:8][O:7]2)[CH2:5][CH2:4]1)[CH3:2].N1C=CC=CC=1.[C:21]1([CH3:31])[CH:26]=[CH:25][C:24]([S:27](Cl)(=[O:29])=[O:28])=[CH:23][CH:22]=1. Given the product [CH3:31][C:21]1[CH:26]=[CH:25][C:24]([S:27]([O:14][CH2:13][C:3]2([CH2:1][CH3:2])[CH2:12][CH2:11][C:6]3([O:7][CH2:8][CH2:9][O:10]3)[CH2:5][CH2:4]2)(=[O:29])=[O:28])=[CH:23][CH:22]=1, predict the reactants needed to synthesize it. (4) Given the product [C:37]([OH:40])(=[O:39])[CH3:38].[CH3:36][C:2]1([CH3:1])[C:32](=[O:33])[CH2:31][CH2:30][C@@:29]2([CH3:34])[C:3]1=[CH:4][CH2:5][C@@H:6]1[C@@H:28]2[CH2:27][CH2:26][C@@:25]2([CH3:35])[C@H:7]1[CH2:8][CH2:9][C@@H:10]2[C@@H:11]([CH2:13][O:14][Si:15]([CH:19]([CH3:21])[CH3:20])([CH:16]([CH3:18])[CH3:17])[CH:22]([CH3:23])[CH3:24])[CH3:12], predict the reactants needed to synthesize it. The reactants are: [CH3:1][C:2]1([CH3:36])[C@@H:32]([OH:33])[CH2:31][CH2:30][C@@:29]2([CH3:34])[C:3]1=[CH:4][CH2:5][C@@H:6]1[C@@H:28]2[CH2:27][CH2:26][C@@:25]2([CH3:35])[C@H:7]1[CH2:8][CH2:9][C@@H:10]2[C@@H:11]([CH2:13][O:14][Si:15]([CH:22]([CH3:24])[CH3:23])([CH:19]([CH3:21])[CH3:20])[CH:16]([CH3:18])[CH3:17])[CH3:12].[C:37]([O:40]C(=O)C)(=[O:39])[CH3:38]. (5) Given the product [F:1][C:2]1[C:3]([CH2:13][NH:14][C:15]2[CH:20]=[CH:19][C:18]([O:21][C:22]([F:23])([F:25])[F:24])=[C:17]([C:26]([F:29])([F:27])[F:28])[CH:16]=2)=[CH:4][C:5]2[O:9][C:8]([C:10]3[NH:34][N:33]=[N:32][N:11]=3)=[CH:7][C:6]=2[CH:12]=1, predict the reactants needed to synthesize it. The reactants are: [F:1][C:2]1[C:3]([CH2:13][NH:14][C:15]2[CH:20]=[CH:19][C:18]([O:21][C:22]([F:25])([F:24])[F:23])=[C:17]([C:26]([F:29])([F:28])[F:27])[CH:16]=2)=[CH:4][C:5]2[O:9][C:8]([C:10]#[N:11])=[CH:7][C:6]=2[CH:12]=1.[NH4+].[Cl-].[N-:32]=[N+:33]=[N-:34].[Na+].Cl. (6) Given the product [ClH:21].[F:16][C:17]1[CH:25]=[C:24]([F:26])[CH:23]=[CH:22][C:18]=1[C:19]([NH:15][C:13]1[CH:12]=[CH:11][CH:10]=[C:9]([O:8][CH:5]2[CH2:4][CH2:3][N:2]([CH3:1])[CH2:7][CH2:6]2)[N:14]=1)=[O:20], predict the reactants needed to synthesize it. The reactants are: [CH3:1][N:2]1[CH2:7][CH2:6][CH:5]([O:8][C:9]2[N:14]=[C:13]([NH2:15])[CH:12]=[CH:11][CH:10]=2)[CH2:4][CH2:3]1.[F:16][C:17]1[CH:25]=[C:24]([F:26])[CH:23]=[CH:22][C:18]=1[C:19]([Cl:21])=[O:20]. (7) Given the product [CH3:16][O:17][C:18]1[CH:19]=[C:20]([NH:21][C:11]([C:8]2[C:7]3[C:2]([Br:1])=[C:3]([OH:15])[C:4]([Br:14])=[CH:5][C:6]=3[O:10][CH:9]=2)=[O:13])[CH:22]=[CH:23][C:24]=1[O:25][CH3:26], predict the reactants needed to synthesize it. The reactants are: [Br:1][C:2]1[C:7]2[C:8]([C:11]([OH:13])=O)=[CH:9][O:10][C:6]=2[CH:5]=[C:4]([Br:14])[C:3]=1[OH:15].[CH3:16][O:17][C:18]1[CH:19]=[C:20]([CH:22]=[CH:23][C:24]=1[O:25][CH3:26])[NH2:21].C(Cl)CCl. (8) The reactants are: C(OC([N:8]1[CH2:14][CH2:13][CH2:12][N:11]([C:15](=[O:26])[C:16]2[CH:21]=[CH:20][C:19]([C:22]([F:25])([F:24])[F:23])=[CH:18][CH:17]=2)[CH2:10][CH2:9]1)=O)(C)(C)C.[ClH:27]. Given the product [ClH:27].[N:11]1([C:15]([C:16]2[CH:17]=[CH:18][C:19]([C:22]([F:24])([F:23])[F:25])=[CH:20][CH:21]=2)=[O:26])[CH2:12][CH2:13][CH2:14][NH:8][CH2:9][CH2:10]1, predict the reactants needed to synthesize it.